The task is: Predict which catalyst facilitates the given reaction.. This data is from Catalyst prediction with 721,799 reactions and 888 catalyst types from USPTO. Reactant: C(=O)([O-])[O-].[K+].[K+].Cl.Cl[CH2:9][CH2:10][N:11]([CH2:14][CH3:15])[CH2:12][CH3:13].[C:16]([NH:19][C:20]1[S:24][C:23]2[C:25]([OH:30])=[C:26]([Br:29])[CH:27]=[CH:28][C:22]=2[C:21]=1[C:31]([O:33][CH2:34][CH3:35])=[O:32])(=[O:18])[CH3:17]. Product: [C:16]([NH:19][C:20]1[S:24][C:23]2[C:25]([O:30][CH2:9][CH2:10][N:11]([CH2:14][CH3:15])[CH2:12][CH3:13])=[C:26]([Br:29])[CH:27]=[CH:28][C:22]=2[C:21]=1[C:31]([O:33][CH2:34][CH3:35])=[O:32])(=[O:18])[CH3:17]. The catalyst class is: 9.